This data is from Reaction yield outcomes from USPTO patents with 853,638 reactions. The task is: Predict the reaction yield, written as a fraction of the theoretical maximum amount of product (1.0 means a 100% yield; for example, 0.34 means a 34% yield). The reactants are Br[C:2]1[CH:3]=[C:4]([O:10][C:11]2[N:15]([CH2:16][CH3:17])[N:14]=[CH:13][CH:12]=2)[C:5]([C:8]#[N:9])=[N:6][CH:7]=1.C(=O)([O-])[O-].[Cs+].[Cs+].[N:24]1[CH:29]=[CH:28][CH:27]=[CH:26][C:25]=1[SH:30]. The catalyst is CN(C=O)C. The product is [CH2:16]([N:15]1[C:11]([O:10][C:4]2[C:5]([C:8]#[N:9])=[N:6][CH:7]=[C:2]([S:30][C:25]3[CH:26]=[CH:27][CH:28]=[CH:29][N:24]=3)[CH:3]=2)=[CH:12][CH:13]=[N:14]1)[CH3:17]. The yield is 0.930.